Predict the product of the given reaction. From a dataset of Forward reaction prediction with 1.9M reactions from USPTO patents (1976-2016). (1) Given the reactants [Cl:1][C:2]1[CH:7]=[CH:6][C:5]([C:8]2[CH:13]=[CH:12][C:11]([CH2:14][S:15][CH:16]([CH2:20][CH2:21][N:22]3[C:27](=[O:28])[C:26]4[CH:29]=[CH:30][CH:31]=[CH:32][C:25]=4[N:24]=[N:23]3)[C:17]([OH:19])=[O:18])=[CH:10][CH:9]=2)=[CH:4][CH:3]=1.[OH:33]OS([O-])=O.[K+].[OH2:39], predict the reaction product. The product is: [Cl:1][C:2]1[CH:7]=[CH:6][C:5]([C:8]2[CH:9]=[CH:10][C:11]([CH2:14][S:15]([CH:16]([CH2:20][CH2:21][N:22]3[C:27](=[O:28])[C:26]4[CH:29]=[CH:30][CH:31]=[CH:32][C:25]=4[N:24]=[N:23]3)[C:17]([OH:19])=[O:18])(=[O:33])=[O:39])=[CH:12][CH:13]=2)=[CH:4][CH:3]=1. (2) Given the reactants [C:1](Cl)(=[O:8])[C:2]1[CH:7]=[CH:6][CH:5]=[CH:4][CH:3]=1.C(N(CC)CC)C.Cl.O.[NH:19]1[CH2:24][CH2:23][C:22](=[O:25])[CH2:21][CH2:20]1, predict the reaction product. The product is: [C:1]([N:19]1[CH2:24][CH2:23][C:22](=[O:25])[CH2:21][CH2:20]1)(=[O:8])[C:2]1[CH:7]=[CH:6][CH:5]=[CH:4][CH:3]=1.